Task: Predict which catalyst facilitates the given reaction.. Dataset: Catalyst prediction with 721,799 reactions and 888 catalyst types from USPTO (1) Reactant: C([O:8][C:9]1[CH:10]=[C:11]2[C:16](=[CH:17][CH:18]=1)[C:15](=[O:19])[N:14]([CH2:20][CH:21]([CH3:23])[CH3:22])[C:13]([CH2:24][NH:25][C:26](=[O:32])[O:27][C:28]([CH3:31])([CH3:30])[CH3:29])=[C:12]2[C:33]1[CH:38]=[CH:37][CH:36]=[CH:35][C:34]=1[F:39])C1C=CC=CC=1. Product: [F:39][C:34]1[CH:35]=[CH:36][CH:37]=[CH:38][C:33]=1[C:12]1[C:11]2[C:16](=[CH:17][CH:18]=[C:9]([OH:8])[CH:10]=2)[C:15](=[O:19])[N:14]([CH2:20][CH:21]([CH3:23])[CH3:22])[C:13]=1[CH2:24][NH:25][C:26](=[O:32])[O:27][C:28]([CH3:29])([CH3:31])[CH3:30]. The catalyst class is: 178. (2) Reactant: [NH:1]1[CH2:5][CH2:4][CH2:3][CH2:2]1.[OH:6][C:7]1[CH:14]=[C:13]([F:15])[C:10]([CH:11]=O)=[C:9]([F:16])[CH:8]=1.C(O[BH-](OC(=O)C)OC(=O)C)(=O)C.[Na+].Cl. Product: [F:15][C:13]1[CH:14]=[C:7]([OH:6])[CH:8]=[C:9]([F:16])[C:10]=1[CH2:11][N:1]1[CH2:5][CH2:4][CH2:3][CH2:2]1. The catalyst class is: 46. (3) Reactant: [NH2:1][CH2:2][CH:3]1[N:8]2[N:9]=[C:10]([C:15]3[CH:20]=[CH:19][C:18]([O:21][C:22]4[CH:27]=[CH:26][CH:25]=[CH:24][CH:23]=4)=[CH:17][CH:16]=3)[C:11]([C:12]([NH2:14])=[O:13])=[C:7]2[NH:6][CH2:5][CH2:4]1.[C:28](Cl)(=[O:31])[CH:29]=[CH2:30]. Product: [C:28]([NH:1][CH2:2][CH:3]1[N:8]2[N:9]=[C:10]([C:15]3[CH:20]=[CH:19][C:18]([O:21][C:22]4[CH:27]=[CH:26][CH:25]=[CH:24][CH:23]=4)=[CH:17][CH:16]=3)[C:11]([C:12]([NH2:14])=[O:13])=[C:7]2[NH:6][CH2:5][CH2:4]1)(=[O:31])[CH:29]=[CH2:30]. The catalyst class is: 624. (4) Reactant: C([O:3][C:4](=O)[CH2:5][C:6]1[C:11]([CH3:12])=[CH:10][CH:9]=[C:8]([C:13]2[CH:18]=[CH:17][C:16]([O:19][CH3:20])=[CH:15][CH:14]=2)[N:7]=1)C.[Li+].[BH4-]. Product: [CH3:20][O:19][C:16]1[CH:17]=[CH:18][C:13]([C:8]2[N:7]=[C:6]([CH2:5][CH2:4][OH:3])[C:11]([CH3:12])=[CH:10][CH:9]=2)=[CH:14][CH:15]=1. The catalyst class is: 1. (5) Reactant: [Cl:1][C:2]1[CH:7]=[CH:6][CH:5]=[C:4]([CH:8]2[CH2:10][CH2:9]2)[C:3]=1[CH2:11]O.C1C=CC(P(C2C=CC=CC=2)C2C=CC=CC=2)=CC=1.C1C(=O)N([Br:39])C(=O)C1. Product: [Br:39][CH2:11][C:3]1[C:4]([CH:8]2[CH2:10][CH2:9]2)=[CH:5][CH:6]=[CH:7][C:2]=1[Cl:1]. The catalyst class is: 2. (6) Reactant: [Cl:1][C:2]1[N:7]=[CH:6][C:5]([C:8]([OH:10])=O)=[CH:4][CH:3]=1.S(Cl)(Cl)=O.[NH2:15][C:16]1[N:21]=[C:20]([N:22]([CH3:29])[C:23]2[CH:28]=[CH:27][CH:26]=[CH:25][CH:24]=2)[N:19]=[C:18]([C:30](=[NH:33])[NH:31]O)[N:17]=1.NC1N=C(N(C)C2C=CC=C(C)C=2)N=C(C(NO)=N)N=1. Product: [Cl:1][C:2]1[N:7]=[CH:6][C:5]([C:8]2[O:10][N:33]=[C:30]([C:18]3[N:19]=[C:20]([N:22]([CH3:29])[C:23]4[CH:28]=[CH:27][CH:26]=[CH:25][CH:24]=4)[N:21]=[C:16]([NH2:15])[N:17]=3)[N:31]=2)=[CH:4][CH:3]=1. The catalyst class is: 17. (7) Reactant: C([Li])CCC.[Si:6]([O:13][CH2:14][C:15]1[C:16]2[N:17]([N:21]=[C:22]([C:24]([F:27])([F:26])[F:25])[CH:23]=2)[CH:18]=[CH:19][CH:20]=1)([C:9]([CH3:12])([CH3:11])[CH3:10])([CH3:8])[CH3:7].[CH:28](OCC)=[O:29].[Cl-].[NH4+]. Product: [Si:6]([O:13][CH2:14][C:15]1[C:16]2[N:17]([N:21]=[C:22]([C:24]([F:25])([F:26])[F:27])[CH:23]=2)[C:18]([CH:28]=[O:29])=[CH:19][CH:20]=1)([C:9]([CH3:12])([CH3:10])[CH3:11])([CH3:8])[CH3:7]. The catalyst class is: 134. (8) Reactant: Cl[C:2]([O:4][C:5]1[CH:10]=[CH:9][C:8]([N+:11]([O-:13])=[O:12])=[CH:7][CH:6]=1)=[O:3].[F:14][C:15]1[CH:20]=[C:19]([F:21])[CH:18]=[CH:17][C:16]=1[C:22]1[CH:27]=[CH:26][C:25]([C@@H:28]([N:30]2[CH2:35][CH2:34][C@@:33]([C:39]3[CH:44]=[CH:43][C:42]([F:45])=[CH:41][CH:40]=3)([CH2:36][CH2:37][OH:38])[O:32][C:31]2=[O:46])[CH3:29])=[CH:24][CH:23]=1.N1C=CC=CC=1. Product: [C:2](=[O:3])([O:4][C:5]1[CH:6]=[CH:7][C:8]([N+:11]([O-:13])=[O:12])=[CH:9][CH:10]=1)[O:38][CH2:37][CH2:36][C@@:33]1([C:39]2[CH:40]=[CH:41][C:42]([F:45])=[CH:43][CH:44]=2)[O:32][C:31](=[O:46])[N:30]([C@H:28]([C:25]2[CH:26]=[CH:27][C:22]([C:16]3[CH:17]=[CH:18][C:19]([F:21])=[CH:20][C:15]=3[F:14])=[CH:23][CH:24]=2)[CH3:29])[CH2:35][CH2:34]1. The catalyst class is: 4. (9) Reactant: [F:1][C:2]1[CH:7]=[CH:6][C:5]([CH:8]2[C:12]3([CH2:17][CH2:16][CH2:15][NH:14][CH2:13]3)[C:11](=[O:18])[N:10]([CH:19]([CH3:21])[CH3:20])[CH2:9]2)=[CH:4][CH:3]=1.[C:22]([O:26][C:27]([NH:29][C:30]([CH3:50])([CH3:49])[C:31]([NH:33][C@H:34]([CH2:38][C:39]1[C:47]2[C:42](=[CH:43][CH:44]=[CH:45][CH:46]=2)[N:41]([CH3:48])[CH:40]=1)[C:35](O)=[O:36])=[O:32])=[O:28])([CH3:25])([CH3:24])[CH3:23].CCN(C(C)C)C(C)C.C(P1(=O)OP(CCC)(=O)OP(CCC)(=O)O1)CC. Product: [F:1][C:2]1[CH:3]=[CH:4][C:5]([CH:8]2[C:12]3([CH2:17][CH2:16][CH2:15][N:14]([C:35](=[O:36])[C@H:34]([NH:33][C:31](=[O:32])[C:30]([NH:29][C:27](=[O:28])[O:26][C:22]([CH3:24])([CH3:23])[CH3:25])([CH3:50])[CH3:49])[CH2:38][C:39]4[C:47]5[C:42](=[CH:43][CH:44]=[CH:45][CH:46]=5)[N:41]([CH3:48])[CH:40]=4)[CH2:13]3)[C:11](=[O:18])[N:10]([CH:19]([CH3:21])[CH3:20])[CH2:9]2)=[CH:6][CH:7]=1. The catalyst class is: 10. (10) Product: [S:34]1[CH:35]=[CH:36][C:32]([CH2:31][NH:30][C:26]2[N:25]=[C:24]([C:23]3[C:18]4[C:19](=[N:20][C:15]([NH:14][CH:11]5[CH2:12][CH2:13][CH:8]([NH2:7])[CH2:9][CH2:10]5)=[N:16][CH:17]=4)[NH:21][N:22]=3)[CH:29]=[CH:28][N:27]=2)=[CH:33]1. The catalyst class is: 240. Reactant: C(OC(=O)[NH:7][CH:8]1[CH2:13][CH2:12][CH:11]([NH:14][C:15]2[N:20]=[C:19]3[NH:21][N:22]=[C:23]([C:24]4[CH:29]=[CH:28][N:27]=[C:26]([NH:30][CH2:31][C:32]5[CH:36]=[CH:35][S:34][CH:33]=5)[N:25]=4)[C:18]3=[CH:17][N:16]=2)[CH2:10][CH2:9]1)(C)(C)C.